The task is: Regression. Given two drug SMILES strings and cell line genomic features, predict the synergy score measuring deviation from expected non-interaction effect.. This data is from NCI-60 drug combinations with 297,098 pairs across 59 cell lines. (1) Drug 1: C1CCC(CC1)NC(=O)N(CCCl)N=O. Drug 2: C1C(C(OC1N2C=NC3=C2NC=NCC3O)CO)O. Cell line: OVCAR-4. Synergy scores: CSS=1.70, Synergy_ZIP=-2.91, Synergy_Bliss=-3.90, Synergy_Loewe=-2.67, Synergy_HSA=-2.79. (2) Drug 1: C1CC(C1)(C(=O)O)C(=O)O.[NH2-].[NH2-].[Pt+2]. Drug 2: CCCCCOC(=O)NC1=NC(=O)N(C=C1F)C2C(C(C(O2)C)O)O. Cell line: LOX IMVI. Synergy scores: CSS=7.79, Synergy_ZIP=0.318, Synergy_Bliss=0.366, Synergy_Loewe=-4.63, Synergy_HSA=-2.86. (3) Drug 1: CC1=C(N=C(N=C1N)C(CC(=O)N)NCC(C(=O)N)N)C(=O)NC(C(C2=CN=CN2)OC3C(C(C(C(O3)CO)O)O)OC4C(C(C(C(O4)CO)O)OC(=O)N)O)C(=O)NC(C)C(C(C)C(=O)NC(C(C)O)C(=O)NCCC5=NC(=CS5)C6=NC(=CS6)C(=O)NCCC[S+](C)C)O. Drug 2: COCCOC1=C(C=C2C(=C1)C(=NC=N2)NC3=CC=CC(=C3)C#C)OCCOC.Cl. Cell line: UACC-257. Synergy scores: CSS=4.10, Synergy_ZIP=-1.38, Synergy_Bliss=-1.41, Synergy_Loewe=-2.05, Synergy_HSA=-0.768. (4) Drug 1: CCC1=C2CN3C(=CC4=C(C3=O)COC(=O)C4(CC)O)C2=NC5=C1C=C(C=C5)O. Drug 2: CN1C2=C(C=C(C=C2)N(CCCl)CCCl)N=C1CCCC(=O)O.Cl. Cell line: SF-295. Synergy scores: CSS=10.9, Synergy_ZIP=-1.59, Synergy_Bliss=4.09, Synergy_Loewe=-13.2, Synergy_HSA=2.74. (5) Drug 1: C1CN1P(=S)(N2CC2)N3CC3. Drug 2: C1C(C(OC1N2C=NC3=C2NC=NCC3O)CO)O. Cell line: SN12C. Synergy scores: CSS=27.6, Synergy_ZIP=1.83, Synergy_Bliss=6.31, Synergy_Loewe=7.86, Synergy_HSA=6.74. (6) Drug 2: CCCS(=O)(=O)NC1=C(C(=C(C=C1)F)C(=O)C2=CNC3=C2C=C(C=N3)C4=CC=C(C=C4)Cl)F. Cell line: NCI/ADR-RES. Synergy scores: CSS=12.5, Synergy_ZIP=-1.69, Synergy_Bliss=0.964, Synergy_Loewe=-5.21, Synergy_HSA=-1.45. Drug 1: C1=CC(=CC=C1CC(C(=O)O)N)N(CCCl)CCCl.Cl. (7) Drug 1: C1=CC=C(C(=C1)C(C2=CC=C(C=C2)Cl)C(Cl)Cl)Cl. Drug 2: COCCOC1=C(C=C2C(=C1)C(=NC=N2)NC3=CC=CC(=C3)C#C)OCCOC.Cl. Cell line: CAKI-1. Synergy scores: CSS=6.44, Synergy_ZIP=2.26, Synergy_Bliss=0.103, Synergy_Loewe=-3.25, Synergy_HSA=-0.0267.